Dataset: Reaction yield outcomes from USPTO patents with 853,638 reactions. Task: Predict the reaction yield, written as a fraction of the theoretical maximum amount of product (1.0 means a 100% yield; for example, 0.34 means a 34% yield). The reactants are [OH2:1].S(=O)(=O)(O)[OH:3].[NH:7]1[C:15]2[C:10](=[CH:11][C:12]([C:16]#N)=[CH:13][CH:14]=2)[CH:9]=[N:8]1. The catalyst is C(O)(=O)C. The product is [NH:7]1[C:15]2[C:10](=[CH:11][C:12]([C:16]([OH:3])=[O:1])=[CH:13][CH:14]=2)[CH:9]=[N:8]1. The yield is 0.880.